Dataset: Full USPTO retrosynthesis dataset with 1.9M reactions from patents (1976-2016). Task: Predict the reactants needed to synthesize the given product. (1) Given the product [NH2:1][CH:2]1[CH2:7][CH2:6][CH2:5][CH:4]([NH:8][S:15]([C:9]2[CH:14]=[CH:13][CH:12]=[CH:11][CH:10]=2)(=[O:17])=[O:16])[CH2:3]1, predict the reactants needed to synthesize it. The reactants are: [NH2:1][CH:2]1[CH2:7][CH2:6][CH2:5][CH:4]([NH2:8])[CH2:3]1.[C:9]1([S:15](Cl)(=[O:17])=[O:16])[CH:14]=[CH:13][CH:12]=[CH:11][CH:10]=1.[OH-].[Na+]. (2) The reactants are: [F:1][CH2:2][CH2:3][N:4]1[CH2:9][CH:8]=[C:7]([C:10]2[CH:15]=[CH:14][C:13]([N+:16]([O-])=O)=[C:12]([O:19][CH3:20])[CH:11]=2)[CH2:6][CH2:5]1. Given the product [F:1][CH2:2][CH2:3][N:4]1[CH2:9][CH2:8][CH:7]([C:10]2[CH:15]=[CH:14][C:13]([NH2:16])=[C:12]([O:19][CH3:20])[CH:11]=2)[CH2:6][CH2:5]1, predict the reactants needed to synthesize it.